Task: Regression. Given two drug SMILES strings and cell line genomic features, predict the synergy score measuring deviation from expected non-interaction effect.. Dataset: NCI-60 drug combinations with 297,098 pairs across 59 cell lines (1) Drug 1: CN1C2=C(C=C(C=C2)N(CCCl)CCCl)N=C1CCCC(=O)O.Cl. Drug 2: CC12CCC3C(C1CCC2O)C(CC4=C3C=CC(=C4)O)CCCCCCCCCS(=O)CCCC(C(F)(F)F)(F)F. Cell line: EKVX. Synergy scores: CSS=6.33, Synergy_ZIP=-3.28, Synergy_Bliss=0.210, Synergy_Loewe=-30.5, Synergy_HSA=2.44. (2) Drug 1: CCC1=CC2CC(C3=C(CN(C2)C1)C4=CC=CC=C4N3)(C5=C(C=C6C(=C5)C78CCN9C7C(C=CC9)(C(C(C8N6C)(C(=O)OC)O)OC(=O)C)CC)OC)C(=O)OC.C(C(C(=O)O)O)(C(=O)O)O. Drug 2: C1CC(=O)NC(=O)C1N2C(=O)C3=CC=CC=C3C2=O. Cell line: TK-10. Synergy scores: CSS=21.7, Synergy_ZIP=-8.06, Synergy_Bliss=-0.915, Synergy_Loewe=-18.8, Synergy_HSA=0.273. (3) Drug 1: C1=NC2=C(N=C(N=C2N1C3C(C(C(O3)CO)O)O)F)N. Drug 2: C(CC(=O)O)C(=O)CN.Cl. Cell line: 786-0. Synergy scores: CSS=2.29, Synergy_ZIP=-3.00, Synergy_Bliss=-3.15, Synergy_Loewe=-8.82, Synergy_HSA=-7.88.